This data is from NCI-60 drug combinations with 297,098 pairs across 59 cell lines. The task is: Regression. Given two drug SMILES strings and cell line genomic features, predict the synergy score measuring deviation from expected non-interaction effect. (1) Drug 1: CC1CCC2CC(C(=CC=CC=CC(CC(C(=O)C(C(C(=CC(C(=O)CC(OC(=O)C3CCCCN3C(=O)C(=O)C1(O2)O)C(C)CC4CCC(C(C4)OC)O)C)C)O)OC)C)C)C)OC. Drug 2: CC1=C2C(C(=O)C3(C(CC4C(C3C(C(C2(C)C)(CC1OC(=O)C(C(C5=CC=CC=C5)NC(=O)OC(C)(C)C)O)O)OC(=O)C6=CC=CC=C6)(CO4)OC(=O)C)O)C)O. Cell line: K-562. Synergy scores: CSS=8.89, Synergy_ZIP=8.84, Synergy_Bliss=12.2, Synergy_Loewe=4.53, Synergy_HSA=6.43. (2) Drug 1: CCC1=CC2CC(C3=C(CN(C2)C1)C4=CC=CC=C4N3)(C5=C(C=C6C(=C5)C78CCN9C7C(C=CC9)(C(C(C8N6C)(C(=O)OC)O)OC(=O)C)CC)OC)C(=O)OC.C(C(C(=O)O)O)(C(=O)O)O. Drug 2: CCCCCOC(=O)NC1=NC(=O)N(C=C1F)C2C(C(C(O2)C)O)O. Cell line: HT29. Synergy scores: CSS=65.7, Synergy_ZIP=1.08, Synergy_Bliss=4.40, Synergy_Loewe=-64.0, Synergy_HSA=2.51. (3) Drug 1: C1CCC(C1)C(CC#N)N2C=C(C=N2)C3=C4C=CNC4=NC=N3. Drug 2: CC1C(C(CC(O1)OC2CC(CC3=C2C(=C4C(=C3O)C(=O)C5=CC=CC=C5C4=O)O)(C(=O)C)O)N)O. Cell line: TK-10. Synergy scores: CSS=58.8, Synergy_ZIP=2.10, Synergy_Bliss=2.23, Synergy_Loewe=-9.05, Synergy_HSA=3.07. (4) Drug 1: C1=NC2=C(N=C(N=C2N1C3C(C(C(O3)CO)O)O)F)N. Drug 2: CCC1(CC2CC(C3=C(CCN(C2)C1)C4=CC=CC=C4N3)(C5=C(C=C6C(=C5)C78CCN9C7C(C=CC9)(C(C(C8N6C)(C(=O)OC)O)OC(=O)C)CC)OC)C(=O)OC)O.OS(=O)(=O)O. Cell line: MDA-MB-231. Synergy scores: CSS=10.5, Synergy_ZIP=-3.87, Synergy_Bliss=-0.986, Synergy_Loewe=1.84, Synergy_HSA=1.06. (5) Drug 1: CC(C1=C(C=CC(=C1Cl)F)Cl)OC2=C(N=CC(=C2)C3=CN(N=C3)C4CCNCC4)N. Drug 2: CC=C1C(=O)NC(C(=O)OC2CC(=O)NC(C(=O)NC(CSSCCC=C2)C(=O)N1)C(C)C)C(C)C. Cell line: NCI-H226. Synergy scores: CSS=51.7, Synergy_ZIP=0.124, Synergy_Bliss=-0.234, Synergy_Loewe=-67.8, Synergy_HSA=0.215.